From a dataset of Full USPTO retrosynthesis dataset with 1.9M reactions from patents (1976-2016). Predict the reactants needed to synthesize the given product. (1) Given the product [NH2:14][C:11]1[CH:10]=[CH:9][C:8]([CH2:7][C:2]([CH3:17])([CH3:1])[C:3]([O:5][CH3:6])=[O:4])=[CH:13][CH:12]=1, predict the reactants needed to synthesize it. The reactants are: [CH3:1][C:2]([CH3:17])([CH2:7][C:8]1[CH:13]=[CH:12][C:11]([N+:14]([O-])=O)=[CH:10][CH:9]=1)[C:3]([O:5][CH3:6])=[O:4]. (2) Given the product [CH:14]1([C:17]2[CH:18]=[C:19]([C:20]([O:22][CH2:23][CH3:24])=[O:21])[C:6]3[C:2]([CH3:1])=[N:3][N:4]([CH:8]4[CH2:13][CH2:12][O:11][CH2:10][CH2:9]4)[C:5]=3[N:7]=2)[CH2:15][CH2:16]1, predict the reactants needed to synthesize it. The reactants are: [CH3:1][C:2]1[CH:6]=[C:5]([NH2:7])[N:4]([CH:8]2[CH2:13][CH2:12][O:11][CH2:10][CH2:9]2)[N:3]=1.[CH:14]1(/[C:17](/O)=[CH:18]/[C:19](=O)[C:20]([O:22][CH2:23][CH3:24])=[O:21])[CH2:16][CH2:15]1. (3) Given the product [N:9]1([CH2:14][C:15]2[CH:16]=[CH:17][C:18]([C:21]3[CH:26]=[CH:25][CH:24]=[CH:23][C:22]=3[CH:27]3[CH2:32][CH2:31][CH2:30][NH:29][CH2:28]3)=[CH:19][CH:20]=2)[CH:13]=[CH:12][CH:11]=[N:10]1, predict the reactants needed to synthesize it. The reactants are: C([BH-](CC)CC)C.[Li+].[N:9]1([CH2:14][C:15]2[CH:20]=[CH:19][C:18]([C:21]3[CH:26]=[CH:25][CH:24]=[CH:23][C:22]=3[C:27]3[CH:28]=[N:29][CH:30]=[CH:31][CH:32]=3)=[CH:17][CH:16]=2)[CH:13]=[CH:12][CH:11]=[N:10]1. (4) Given the product [F:6][C:7]1[CH:8]=[C:9]([C@H:14]2[CH2:19][C@@H:18]([CH2:20][O:21][S:2]([CH3:1])(=[O:4])=[O:3])[CH2:17][CH2:16][N:15]2[C:22]([O:24][CH2:25][C:26]2[CH:27]=[CH:28][CH:29]=[CH:30][CH:31]=2)=[O:23])[CH:10]=[CH:11][C:12]=1[F:13], predict the reactants needed to synthesize it. The reactants are: [CH3:1][S:2](Cl)(=[O:4])=[O:3].[F:6][C:7]1[CH:8]=[C:9]([C@H:14]2[CH2:19][C@@H:18]([CH2:20][OH:21])[CH2:17][CH2:16][N:15]2[C:22]([O:24][CH2:25][C:26]2[CH:31]=[CH:30][CH:29]=[CH:28][CH:27]=2)=[O:23])[CH:10]=[CH:11][C:12]=1[F:13].C(N(CC)CC)C.N12CCN(CC1)CC2. (5) Given the product [CH3:12][C:13]1[CH:20]=[C:19]([CH3:21])[CH:18]=[C:17]([CH3:22])[C:14]=1[CH2:15][N:1]1[C:9]2[C:4](=[CH:5][CH:6]=[CH:7][CH:8]=2)[CH:3]=[CH:2]1, predict the reactants needed to synthesize it. The reactants are: [NH:1]1[C:9]2[C:4](=[CH:5][CH:6]=[CH:7][CH:8]=2)[CH:3]=[CH:2]1.[H-].[Na+].[CH3:12][C:13]1[CH:20]=[C:19]([CH3:21])[CH:18]=[C:17]([CH3:22])[C:14]=1[CH2:15]Cl.O.